From a dataset of Peptide-MHC class II binding affinity with 134,281 pairs from IEDB. Regression. Given a peptide amino acid sequence and an MHC pseudo amino acid sequence, predict their binding affinity value. This is MHC class II binding data. (1) The peptide sequence is NRFSYIPNGALKFVD. The MHC is HLA-DQA10501-DQB10301 with pseudo-sequence HLA-DQA10501-DQB10301. The binding affinity (normalized) is 0.514. (2) The peptide sequence is VGPLTVNEKRRLKLI. The MHC is DRB1_0404 with pseudo-sequence DRB1_0404. The binding affinity (normalized) is 0.255. (3) The peptide sequence is EGVVLLLVGALVL. The MHC is DRB1_0301 with pseudo-sequence DRB1_0301. The binding affinity (normalized) is 0.0472.